From a dataset of Full USPTO retrosynthesis dataset with 1.9M reactions from patents (1976-2016). Predict the reactants needed to synthesize the given product. (1) Given the product [CH2:18]([N:17]1[C:13]([CH2:12][S:11][C:9]2[NH:10][C:6]3[CH:5]=[C:4]([NH2:1])[CH:22]=[CH:21][C:7]=3[N:8]=2)=[CH:14][N:15]=[CH:16]1)[CH2:19][CH3:20], predict the reactants needed to synthesize it. The reactants are: [N+:1]([C:4]1[CH:22]=[CH:21][C:7]2[N:8]=[C:9]([S:11][CH2:12][C:13]3[N:17]([CH2:18][CH2:19][CH3:20])[CH:16]=[N:15][CH:14]=3)[NH:10][C:6]=2[CH:5]=1)([O-])=O.[Cl-].[Ca+2].[Cl-]. (2) Given the product [C:1]([CH2:3][C:4]1[CH:5]=[C:6]([N:20]2[C:24]3=[N:25][CH:26]=[CH:27][CH:28]=[C:23]3[C:22]([C:29]([NH2:33])=[O:31])=[N:21]2)[CH:7]=[C:8]([C:10]#[C:11][C@:12]2([OH:19])[CH2:16][CH2:15][N:14]([CH3:17])[C:13]2=[O:18])[CH:9]=1)#[N:2], predict the reactants needed to synthesize it. The reactants are: [C:1]([CH2:3][C:4]1[CH:5]=[C:6]([N:20]2[C:24]3=[N:25][CH:26]=[CH:27][CH:28]=[C:23]3[C:22]([C:29]([O:31]C)=O)=[N:21]2)[CH:7]=[C:8]([C:10]#[C:11][C@:12]2([OH:19])[CH2:16][CH2:15][N:14]([CH3:17])[C:13]2=[O:18])[CH:9]=1)#[N:2].[NH3:33]. (3) Given the product [O:18]([C:25]1[CH:26]=[C:27]([CH:44]=[CH:45][CH:46]=1)[CH2:28][O:29][C:30]12[CH2:36][C:33]([CH2:37][CH:38]3[CH2:1][CH:39]3[C:40]([O:42][CH3:43])=[O:41])([CH2:32][CH2:31]1)[CH2:34][CH2:35]2)[C:19]1[CH:24]=[CH:23][CH:22]=[CH:21][CH:20]=1, predict the reactants needed to synthesize it. The reactants are: [CH3:1]COCC.[OH-].[K+].CN(N=O)C(N[N+]([O-])=O)=N.[O:18]([C:25]1[CH:26]=[C:27]([CH:44]=[CH:45][CH:46]=1)[CH2:28][O:29][C:30]12[CH2:36][C:33]([CH2:37]/[CH:38]=[CH:39]/[C:40]([O:42][CH3:43])=[O:41])([CH2:34][CH2:35]1)[CH2:32][CH2:31]2)[C:19]1[CH:24]=[CH:23][CH:22]=[CH:21][CH:20]=1. (4) Given the product [C:27]1([S:33]([CH2:36][CH2:37][N:7]2[C:8]3[CH:9]=[CH:10][CH:11]=[CH:12][C:13]=3[C:14]3[CH2:1][CH2:2][N:3]([C:15]([O:17][C:18]([CH3:21])([CH3:20])[CH3:19])=[O:16])[CH2:4][CH2:5][C:6]2=3)(=[O:35])=[O:34])[CH:32]=[CH:31][CH:30]=[CH:29][CH:28]=1, predict the reactants needed to synthesize it. The reactants are: [CH2:1]1[C:14]2[C:13]3[CH:12]=[CH:11][CH:10]=[CH:9][C:8]=3[NH:7][C:6]=2[CH2:5][CH2:4][N:3]([C:15]([O:17][C:18]([CH3:21])([CH3:20])[CH3:19])=[O:16])[CH2:2]1.C(Cl)Cl.[OH-].[K+].[C:27]1([S:33]([CH2:36][CH2:37]Cl)(=[O:35])=[O:34])[CH:32]=[CH:31][CH:30]=[CH:29][CH:28]=1.